Dataset: NCI-60 drug combinations with 297,098 pairs across 59 cell lines. Task: Regression. Given two drug SMILES strings and cell line genomic features, predict the synergy score measuring deviation from expected non-interaction effect. (1) Drug 1: CNC(=O)C1=CC=CC=C1SC2=CC3=C(C=C2)C(=NN3)C=CC4=CC=CC=N4. Drug 2: C1=NC2=C(N1)C(=S)N=CN2. Cell line: SK-MEL-5. Synergy scores: CSS=-1.40, Synergy_ZIP=-3.67, Synergy_Bliss=-8.08, Synergy_Loewe=-22.8, Synergy_HSA=-13.9. (2) Drug 1: CN(C)N=NC1=C(NC=N1)C(=O)N. Drug 2: CS(=O)(=O)CCNCC1=CC=C(O1)C2=CC3=C(C=C2)N=CN=C3NC4=CC(=C(C=C4)OCC5=CC(=CC=C5)F)Cl. Cell line: SNB-75. Synergy scores: CSS=9.93, Synergy_ZIP=-2.41, Synergy_Bliss=3.90, Synergy_Loewe=-8.00, Synergy_HSA=2.02. (3) Cell line: KM12. Drug 2: CC1=C(N=C(N=C1N)C(CC(=O)N)NCC(C(=O)N)N)C(=O)NC(C(C2=CN=CN2)OC3C(C(C(C(O3)CO)O)O)OC4C(C(C(C(O4)CO)O)OC(=O)N)O)C(=O)NC(C)C(C(C)C(=O)NC(C(C)O)C(=O)NCCC5=NC(=CS5)C6=NC(=CS6)C(=O)NCCC[S+](C)C)O. Drug 1: COC1=NC(=NC2=C1N=CN2C3C(C(C(O3)CO)O)O)N. Synergy scores: CSS=24.7, Synergy_ZIP=-5.76, Synergy_Bliss=2.47, Synergy_Loewe=-27.1, Synergy_HSA=1.68.